Dataset: Peptide-MHC class II binding affinity with 134,281 pairs from IEDB. Task: Regression. Given a peptide amino acid sequence and an MHC pseudo amino acid sequence, predict their binding affinity value. This is MHC class II binding data. (1) The peptide sequence is SQDLELSWNLNGLQAA. The MHC is HLA-DQA10101-DQB10501 with pseudo-sequence HLA-DQA10101-DQB10501. The binding affinity (normalized) is 0.774. (2) The peptide sequence is YKDVDKPPFSGMTGC. The MHC is DRB1_1201 with pseudo-sequence DRB1_1201. The binding affinity (normalized) is 0.150. (3) The peptide sequence is EKKYFAATQNEPLAA. The MHC is HLA-DPA10103-DPB10401 with pseudo-sequence HLA-DPA10103-DPB10401. The binding affinity (normalized) is 0.508. (4) The peptide sequence is TVWAQSADFPQFKPE. The MHC is HLA-DQA10101-DQB10501 with pseudo-sequence HLA-DQA10101-DQB10501. The binding affinity (normalized) is 0.283. (5) The peptide sequence is AFKVNATAANAAPAN. The MHC is DRB1_0802 with pseudo-sequence DRB1_0802. The binding affinity (normalized) is 0.648. (6) The peptide sequence is IGGPVSSHNHIPGYK. The MHC is HLA-DQA10201-DQB10301 with pseudo-sequence HLA-DQA10201-DQB10301. The binding affinity (normalized) is 0.501.